From a dataset of Reaction yield outcomes from USPTO patents with 853,638 reactions. Predict the reaction yield, written as a fraction of the theoretical maximum amount of product (1.0 means a 100% yield; for example, 0.34 means a 34% yield). (1) The reactants are [C:1]([O:4][C:5]([CH3:8])([CH3:7])[CH3:6])(=[O:3])[CH3:2].C[Si]([N-][Si](C)(C)C)(C)C.[Li+].[C:19]([C:22]1[C:23]([NH:29][C:30](=[O:35])[C:31]([CH3:34])([CH3:33])[CH3:32])=[N:24][C:25]([Cl:28])=[CH:26][CH:27]=1)(=[O:21])[CH3:20]. The catalyst is C1COCC1. The product is [C:5]([O:4][C:1](=[O:3])[CH2:2][C:19]([C:22]1[C:23]([NH:29][C:30](=[O:35])[C:31]([CH3:34])([CH3:33])[CH3:32])=[N:24][C:25]([Cl:28])=[CH:26][CH:27]=1)([OH:21])[CH3:20])([CH3:8])([CH3:7])[CH3:6]. The yield is 0.750. (2) The reactants are [OH:1][C:2]12[CH2:16][CH:15]([CH3:17])[CH2:14][C:13](=[O:18])[CH:12]1[CH2:11][CH2:10][CH2:9][CH2:8][CH2:7][CH2:6][CH2:5][CH2:4][CH2:3]2.[CH:19]([O:21][CH:22]=[CH2:23])=[CH2:20].F[C:25](F)(F)[C:26](O)=O. The catalyst is C1COCC1.CCCCC.CCOC(C)=O. The product is [CH2:19]([O:21][CH:22]([O:1][C:2]12[CH2:16][CH:15]([CH3:17])[CH2:14][C:13](=[O:18])[CH:12]1[CH2:11][CH2:10][CH2:9][CH2:8][CH2:7][CH2:6][CH2:5][CH2:4][CH2:3]2)[CH3:23])[CH2:20][CH2:25][CH3:26]. The yield is 0.820. (3) The reactants are [O:1]1[C:5]2([CH2:10][CH2:9][CH2:8][CH2:7][CH:6]2[C:11]([O:13]CC)=[O:12])[O:4][CH2:3][CH2:2]1.[OH-].[K+]. The catalyst is CCO.O. The product is [O:1]1[C:5]2([CH2:10][CH2:9][CH2:8][CH2:7][CH:6]2[C:11]([OH:13])=[O:12])[O:4][CH2:3][CH2:2]1. The yield is 0.650. (4) The reactants are C([N:8]1[CH2:12][CH2:11][C:10]([C:15]2[CH:20]=[C:19]([F:21])[CH:18]=[C:17]([F:22])[CH:16]=2)([O:13][CH3:14])[CH2:9]1)C1C=CC=CC=1.C([O-])=O.[NH4+]. The catalyst is [Pd].C(O)C. The product is [F:22][C:17]1[CH:16]=[C:15]([C:10]2([O:13][CH3:14])[CH2:11][CH2:12][NH:8][CH2:9]2)[CH:20]=[C:19]([F:21])[CH:18]=1. The yield is 0.790. (5) The reactants are [C:1]1([CH:7]([C:13]2[CH:18]=[CH:17][CH:16]=[CH:15][CH:14]=2)[N:8]2[CH2:11][CH:10]([OH:12])[CH2:9]2)[CH:6]=[CH:5][CH:4]=[CH:3][CH:2]=1.[CH3:19][S:20](Cl)(=[O:22])=[O:21]. The catalyst is N1C=CC=CC=1. The product is [CH3:19][S:20]([O:12][CH:10]1[CH2:11][N:8]([CH:7]([C:1]2[CH:2]=[CH:3][CH:4]=[CH:5][CH:6]=2)[C:13]2[CH:14]=[CH:15][CH:16]=[CH:17][CH:18]=2)[CH2:9]1)(=[O:22])=[O:21]. The yield is 0.960. (6) The reactants are C([O:3][C:4]([C:6]1[N:10]2[CH:11]=[C:12]([Cl:23])[N:13]([C:14]3[C:19]([CH3:20])=[CH:18][C:17]([CH3:21])=[CH:16][C:15]=3[CH3:22])[C:9]2=[N:8][C:7]=1[C:24]([F:27])([F:26])[F:25])=O)C.[H-].[Al+3].[Li+].[H-].[H-].[H-].CC(C)=O.[C@H](O)(C([O-])=O)[C@@H](O)C([O-])=O.[Na+].[K+]. The catalyst is O1CCCC1. The product is [Cl:23][C:12]1[N:13]([C:14]2[C:19]([CH3:20])=[CH:18][C:17]([CH3:21])=[CH:16][C:15]=2[CH3:22])[C:9]2[N:10]([CH:11]=1)[C:6]([CH2:4][OH:3])=[C:7]([C:24]([F:25])([F:26])[F:27])[N:8]=2. The yield is 0.900. (7) The reactants are [C:1]([O:9][C:10]1[C:15]([O:16][CH3:17])=[CH:14][C:13]([C:18]2[O:19][CH:20]=[CH:21][CH:22]=2)=[CH:12][C:11]=1[O:23][CH3:24])(=[O:8])[C:2]1[CH:7]=[CH:6][CH:5]=[CH:4][CH:3]=1.CON(C)[C:28](=[O:44])[CH:29]([O:42][CH3:43])[C:30]1[CH:35]=[CH:34][C:33]([N:36]2[CH2:41][CH2:40][O:39][CH2:38][CH2:37]2)=[CH:32][CH:31]=1. No catalyst specified. The product is [C:1]([O:9][C:10]1[C:15]([O:16][CH3:17])=[CH:14][C:13]([C:18]2[O:19][C:20]([C:28](=[O:44])[CH:29]([O:42][CH3:43])[C:30]3[CH:31]=[CH:32][C:33]([N:36]4[CH2:37][CH2:38][O:39][CH2:40][CH2:41]4)=[CH:34][CH:35]=3)=[CH:21][CH:22]=2)=[CH:12][C:11]=1[O:23][CH3:24])(=[O:8])[C:2]1[CH:3]=[CH:4][CH:5]=[CH:6][CH:7]=1. The yield is 0.500.